The task is: Predict the reaction yield, written as a fraction of the theoretical maximum amount of product (1.0 means a 100% yield; for example, 0.34 means a 34% yield).. This data is from Reaction yield outcomes from USPTO patents with 853,638 reactions. The reactants are [Br:1][C:2]1[CH:3]=[C:4]([F:9])[C:5](F)=[N:6][CH:7]=1.O.[NH2:11][NH2:12]. The catalyst is CCO. The product is [Br:1][C:2]1[CH:3]=[C:4]([F:9])[C:5]([NH:11][NH2:12])=[N:6][CH:7]=1. The yield is 0.940.